Dataset: Full USPTO retrosynthesis dataset with 1.9M reactions from patents (1976-2016). Task: Predict the reactants needed to synthesize the given product. Given the product [CH:11]([O:10][C:9]1[CH:8]=[CH:7][N:6]=[CH:5][C:4]=1[N+:1]([O-:3])=[O:2])([CH3:16])[CH3:12], predict the reactants needed to synthesize it. The reactants are: [N+:1]([C:4]1[CH:5]=[N:6][CH:7]=[CH:8][C:9]=1[OH:10])([O-:3])=[O:2].[CH:11]1[CH:16]=CC(P(C2C=CC=CC=2)C2C=CC=CC=2)=C[CH:12]=1.CC(O)C.CC(OC(/N=N/C(OC(C)C)=O)=O)C.